This data is from Full USPTO retrosynthesis dataset with 1.9M reactions from patents (1976-2016). The task is: Predict the reactants needed to synthesize the given product. (1) The reactants are: [CH2:1]([O:3][C:4]1[C:9]([NH:10][C:11](=[O:18])OCC(Cl)(Cl)Cl)=[CH:8][N:7]=[CH:6][N:5]=1)[CH3:2].[C:19]1([C:25]2[N:29]=[C:28]([N:30]3[CH2:35][CH2:34][NH:33][CH2:32][CH2:31]3)[S:27][N:26]=2)[CH:24]=[CH:23][CH:22]=[CH:21][CH:20]=1.C(N(C(C)C)CC)(C)C.CS(C)=O. Given the product [CH2:1]([O:3][C:4]1[C:9]([NH:10][C:11]([N:33]2[CH2:34][CH2:35][N:30]([C:28]3[S:27][N:26]=[C:25]([C:19]4[CH:24]=[CH:23][CH:22]=[CH:21][CH:20]=4)[N:29]=3)[CH2:31][CH2:32]2)=[O:18])=[CH:8][N:7]=[CH:6][N:5]=1)[CH3:2], predict the reactants needed to synthesize it. (2) Given the product [CH:25]1([N:4]([CH:1]2[CH2:2][CH2:3]2)[C:5]([C:7]2[N:22]([CH2:23][CH3:24])[C:10]3=[N:11][C:12]([NH:19][C:20]4[S:21][N:32]=[C:29]([CH3:30])[N:31]=4)=[C:13]4[N:17]=[CH:16][N:15]([CH3:18])[C:14]4=[C:9]3[CH:8]=2)=[O:6])[CH2:26][CH2:27]1, predict the reactants needed to synthesize it. The reactants are: [CH:1]1([N:4]([CH:25]2[CH2:27][CH2:26]2)[C:5]([C:7]2[N:22]([CH2:23][CH3:24])[C:10]3=[N:11][C:12]([N:19]=[C:20]=[S:21])=[C:13]4[N:17]=[CH:16][N:15]([CH3:18])[C:14]4=[C:9]3[CH:8]=2)=[O:6])[CH2:3][CH2:2]1.Cl.[C:29]([NH2:32])(=[NH:31])[CH3:30].CCN(C(C)C)C(C)C.N(C(OCC)=O)=NC(OCC)=O. (3) Given the product [CH2:1]([O:4][C@H:5]1[C@H:9]([NH:10][C:11](=[O:13])[CH2:37][NH:36][C:34](=[O:35])[C:33]2[CH:41]=[CH:42][CH:43]=[C:31]([C:30]([F:29])([F:45])[F:44])[CH:32]=2)[CH2:8][N:7]([C:18]([O:20][CH2:21][C:22]2[CH:23]=[CH:24][CH:25]=[CH:26][CH:27]=2)=[O:19])[CH2:6]1)[CH:2]=[CH2:3], predict the reactants needed to synthesize it. The reactants are: [CH2:1]([O:4][C@H:5]1[C@H:9]([NH:10][C:11]([O:13]C(C)(C)C)=O)[CH2:8][N:7]([C:18]([O:20][CH2:21][C:22]2[CH:27]=[CH:26][CH:25]=[CH:24][CH:23]=2)=[O:19])[CH2:6]1)[CH:2]=[CH2:3].Cl.[F:29][C:30]([F:45])([F:44])[C:31]1[CH:32]=[C:33]([CH:41]=[CH:42][CH:43]=1)[C:34]([NH:36][CH2:37]C(O)=O)=[O:35].C(Cl)CCl.C1C=CC2N(O)N=NC=2C=1. (4) Given the product [F:1][CH2:2][C:3]1[CH:4]=[N:5][CH:6]=[CH:7][C:8]=1[NH2:9], predict the reactants needed to synthesize it. The reactants are: [F:1][CH2:2][C:3]1[CH:4]=[N:5][CH:6]=[CH:7][C:8]=1[NH:9]C(=O)OC(C)(C)C.C(O)(C(F)(F)F)=O.CO. (5) Given the product [N:23]1([C:20]2[CH:19]=[CH:18][C:17]([C:16]3[O:13][C:12]([C@H:11]([NH:10][C:4]4[CH:5]=[CH:6][C:7]([C:8]#[N:9])=[C:2]([Cl:1])[C:3]=4[CH3:32])[C@@H:29]([OH:31])[CH3:30])=[N:14][N:15]=3)=[CH:22][CH:21]=2)[CH:27]=[CH:26][CH:25]=[N:24]1, predict the reactants needed to synthesize it. The reactants are: [Cl:1][C:2]1[C:3]([CH3:32])=[C:4]([NH:10][C@H:11]([C@@H:29]([OH:31])[CH3:30])[C:12]([NH:14][NH:15][C:16](=O)[C:17]2[CH:22]=[CH:21][C:20]([N:23]3[CH:27]=[CH:26][CH:25]=[N:24]3)=[CH:19][CH:18]=2)=[O:13])[CH:5]=[CH:6][C:7]=1[C:8]#[N:9].C(NP1(N(CC)CC)N(C)CCCN1C)(C)(C)C. (6) Given the product [CH3:30][C:29]1[C:24]([N:21]2[CH2:22][CH2:23][N:18]([C:16]([C:13]3[CH:14]=[CH:15][C:10]([N:4]4[CH2:3][C@@H:2]([CH3:1])[CH2:6][S:5]4(=[O:8])=[O:7])=[CH:11][C:12]=3[F:32])=[O:17])[CH2:19][CH2:20]2)=[N:25][CH:26]=[C:27]([CH3:31])[CH:28]=1, predict the reactants needed to synthesize it. The reactants are: [CH3:1][C@H:2]1[CH2:6][S:5](=[O:8])(=[O:7])[NH:4][CH2:3]1.Br[C:10]1[CH:15]=[CH:14][C:13]([C:16]([N:18]2[CH2:23][CH2:22][N:21]([C:24]3[C:29]([CH3:30])=[CH:28][C:27]([CH3:31])=[CH:26][N:25]=3)[CH2:20][CH2:19]2)=[O:17])=[C:12]([F:32])[CH:11]=1. (7) Given the product [CH3:29][S:30]([O:18][CH2:17][C:12]1[C:11]([CH3:19])=[C:10]([O:9][CH2:8][CH:5]2[CH2:6][O:7][C:2]([CH3:20])([CH3:1])[O:3][CH2:4]2)[C:15]([CH3:16])=[CH:14][N:13]=1)(=[O:32])=[O:31], predict the reactants needed to synthesize it. The reactants are: [CH3:1][C:2]1([CH3:20])[O:7][CH2:6][CH:5]([CH2:8][O:9][C:10]2[C:15]([CH3:16])=[CH:14][N:13]=[C:12]([CH2:17][OH:18])[C:11]=2[CH3:19])[CH2:4][O:3]1.O.C(N(CC)CC)C.[CH3:29][S:30](Cl)(=[O:32])=[O:31].